Dataset: NCI-60 drug combinations with 297,098 pairs across 59 cell lines. Task: Regression. Given two drug SMILES strings and cell line genomic features, predict the synergy score measuring deviation from expected non-interaction effect. (1) Drug 1: C1=CC(=CC=C1C#N)C(C2=CC=C(C=C2)C#N)N3C=NC=N3. Drug 2: CC1=C(N=C(N=C1N)C(CC(=O)N)NCC(C(=O)N)N)C(=O)NC(C(C2=CN=CN2)OC3C(C(C(C(O3)CO)O)O)OC4C(C(C(C(O4)CO)O)OC(=O)N)O)C(=O)NC(C)C(C(C)C(=O)NC(C(C)O)C(=O)NCCC5=NC(=CS5)C6=NC(=CS6)C(=O)NCCC[S+](C)C)O. Cell line: UO-31. Synergy scores: CSS=17.6, Synergy_ZIP=-6.52, Synergy_Bliss=1.19, Synergy_Loewe=-5.87, Synergy_HSA=-0.319. (2) Drug 1: CN1CCC(CC1)COC2=C(C=C3C(=C2)N=CN=C3NC4=C(C=C(C=C4)Br)F)OC. Drug 2: C1=CN(C=N1)CC(O)(P(=O)(O)O)P(=O)(O)O. Cell line: SF-268. Synergy scores: CSS=12.0, Synergy_ZIP=0.988, Synergy_Bliss=8.65, Synergy_Loewe=3.02, Synergy_HSA=5.60. (3) Drug 1: C1=CC(=CC=C1CCC2=CNC3=C2C(=O)NC(=N3)N)C(=O)NC(CCC(=O)O)C(=O)O. Drug 2: CC1=C2C(C(=O)C3(C(CC4C(C3C(C(C2(C)C)(CC1OC(=O)C(C(C5=CC=CC=C5)NC(=O)C6=CC=CC=C6)O)O)OC(=O)C7=CC=CC=C7)(CO4)OC(=O)C)O)C)OC(=O)C. Cell line: PC-3. Synergy scores: CSS=50.8, Synergy_ZIP=-10.9, Synergy_Bliss=-10.7, Synergy_Loewe=-12.8, Synergy_HSA=-3.52. (4) Drug 1: C1CCN(CC1)CCOC2=CC=C(C=C2)C(=O)C3=C(SC4=C3C=CC(=C4)O)C5=CC=C(C=C5)O. Drug 2: C1CCC(CC1)NC(=O)N(CCCl)N=O. Cell line: T-47D. Synergy scores: CSS=17.6, Synergy_ZIP=-5.32, Synergy_Bliss=1.03, Synergy_Loewe=2.72, Synergy_HSA=2.81.